From a dataset of Catalyst prediction with 721,799 reactions and 888 catalyst types from USPTO. Predict which catalyst facilitates the given reaction. (1) Reactant: Br[C:2]1[C:10]2[C:5](=[CH:6][N:7]=[C:8]([C:11]3[C:16]([CH2:17][CH3:18])=[CH:15][CH:14]=[CH:13][C:12]=3[CH2:19][CH3:20])[CH:9]=2)[N:4]([C:21]2[CH:26]=[CH:25][C:24]([CH:27]([CH3:29])[CH3:28])=[CH:23][CH:22]=2)[CH:3]=1.C([Sn](CCCC)(CCCC)[C:35]1[S:36][CH:37]=[CH:38][N:39]=1)CCC.CN(C=O)C. Product: [CH2:19]([C:12]1[CH:13]=[CH:14][CH:15]=[C:16]([CH2:17][CH3:18])[C:11]=1[C:8]1[CH:9]=[C:10]2[C:2]([C:35]3[S:36][CH:37]=[CH:38][N:39]=3)=[CH:3][N:4]([C:21]3[CH:22]=[CH:23][C:24]([CH:27]([CH3:29])[CH3:28])=[CH:25][CH:26]=3)[C:5]2=[CH:6][N:7]=1)[CH3:20]. The catalyst class is: 518. (2) Reactant: [CH3:1][C:2]1[O:6][N:5]=[C:4]([CH:7]2[CH2:10][N:9](C(OC(C)(C)C)=O)[CH2:8]2)[N:3]=1.[ClH:18]. Product: [ClH:18].[NH:9]1[CH2:10][CH:7]([C:4]2[N:3]=[C:2]([CH3:1])[O:6][N:5]=2)[CH2:8]1. The catalyst class is: 269. (3) Reactant: C([O:8][C:9]1[CH:10]=[C:11]([CH:20]([OH:36])[CH2:21][NH:22][C:23]([CH3:35])([CH3:34])[CH2:24][C:25]2[CH:30]=[CH:29][C:28]([CH:31]([CH3:33])[CH3:32])=[CH:27][CH:26]=2)[C:12]2[O:17][CH2:16][C:15](=[O:18])[NH:14][C:13]=2[CH:19]=1)C1C=CC=CC=1. Product: [OH:8][C:9]1[CH:10]=[C:11]([CH:20]([OH:36])[CH2:21][NH:22][C:23]([CH3:34])([CH3:35])[CH2:24][C:25]2[CH:26]=[CH:27][C:28]([CH:31]([CH3:32])[CH3:33])=[CH:29][CH:30]=2)[C:12]2[O:17][CH2:16][C:15](=[O:18])[NH:14][C:13]=2[CH:19]=1. The catalyst class is: 19. (4) Reactant: [OH:1][C:2]12[CH2:9][CH2:8][C:5](C(O)=O)([CH2:6][CH2:7]1)[CH2:4][CH2:3]2.CC[N:15]([CH:19](C)C)C(C)C.C1(P(N=[N+]=[N-])(C2C=CC=CC=2)=[O:29])C=CC=CC=1.[CH2:39]([OH:46])[C:40]1[CH:45]=[CH:44][CH:43]=[CH:42][CH:41]=1. Product: [OH:1][C:2]12[CH2:3][CH2:4][C:5]([NH:15][C:19](=[O:29])[O:46][CH2:39][C:40]3[CH:45]=[CH:44][CH:43]=[CH:42][CH:41]=3)([CH2:6][CH2:7]1)[CH2:8][CH2:9]2. The catalyst class is: 12. (5) Reactant: [CH:1]([NH:4]C(C)C)(C)[CH3:2].CCCCCC.C([Li])CCC.[N:19]1([C:30]([O:32][C:33]([CH3:36])([CH3:35])[CH3:34])=[O:31])[CH2:24][CH2:23][CH:22]([C:25]([O:27][CH2:28][CH3:29])=[O:26])[CH2:21][CH2:20]1.BrCC#N. Product: [C:1]([CH2:2][C:22]1([C:25]([O:27][CH2:28][CH3:29])=[O:26])[CH2:21][CH2:20][N:19]([C:30]([O:32][C:33]([CH3:35])([CH3:34])[CH3:36])=[O:31])[CH2:24][CH2:23]1)#[N:4]. The catalyst class is: 1. (6) Reactant: [CH3:1][O:2][C:3]([C:5]1[S:6][C:7]([CH:31]2[CH2:36][CH2:35][C:34]([CH3:38])([CH3:37])[CH2:33][CH2:32]2)=[CH:8][C:9]=1[N:10]([C@H:20]1[CH2:25][CH2:24][C@@H:23](OS(C)(=O)=O)[CH2:22][CH2:21]1)[C:11]([C@H:13]1[CH2:18][CH2:17][C@H:16]([CH3:19])[CH2:15][CH2:14]1)=[O:12])=[O:4].[N-:39]=[N+:40]=[N-:41].[Na+]. Product: [CH3:1][O:2][C:3]([C:5]1[S:6][C:7]([CH:31]2[CH2:36][CH2:35][C:34]([CH3:38])([CH3:37])[CH2:33][CH2:32]2)=[CH:8][C:9]=1[N:10]([C@H:20]1[CH2:25][CH2:24][C@H:23]([N:39]=[N+:40]=[N-:41])[CH2:22][CH2:21]1)[C:11]([C@H:13]1[CH2:18][CH2:17][C@H:16]([CH3:19])[CH2:15][CH2:14]1)=[O:12])=[O:4]. The catalyst class is: 369. (7) Reactant: F[C:2]1[CH:9]=[CH:8][CH:7]=[C:4]([C:5]#[N:6])[C:3]=1[C:10]#[N:11].[Br-:12].[Li+]. Product: [Br:12][C:2]1[CH:9]=[CH:8][CH:7]=[C:4]([C:5]#[N:6])[C:3]=1[C:10]#[N:11]. The catalyst class is: 37. (8) Reactant: [F:1][C:2]([F:14])([F:13])[C:3]1[N:8]=[C:7]([C:9](OC)=[O:10])[CH:6]=[CH:5][N:4]=1.CC(C[AlH]CC(C)C)C. Product: [F:14][C:2]([F:1])([F:13])[C:3]1[N:8]=[C:7]([CH2:9][OH:10])[CH:6]=[CH:5][N:4]=1. The catalyst class is: 2.